Dataset: TCR-epitope binding with 47,182 pairs between 192 epitopes and 23,139 TCRs. Task: Binary Classification. Given a T-cell receptor sequence (or CDR3 region) and an epitope sequence, predict whether binding occurs between them. (1) The epitope is RPRGEVRFL. The TCR CDR3 sequence is CASSPQNTGELFF. Result: 0 (the TCR does not bind to the epitope). (2) The epitope is MPASWVMRI. The TCR CDR3 sequence is CASSLGGAAFF. Result: 0 (the TCR does not bind to the epitope). (3) Result: 1 (the TCR binds to the epitope). The epitope is FLNGSCGSV. The TCR CDR3 sequence is CASSPIDIAYEQYF. (4) The epitope is EIYKRWII. The TCR CDR3 sequence is CASTGGRGSPLHF. Result: 1 (the TCR binds to the epitope).